From a dataset of Catalyst prediction with 721,799 reactions and 888 catalyst types from USPTO. Predict which catalyst facilitates the given reaction. (1) Reactant: N[C:2]1[CH:7]=[C:6]([CH3:8])[C:5]([Br:9])=[C:4]([CH3:10])[N:3]=1.N([O-])=O.[Na+].[H+].[B-](F)(F)(F)[F:17]. Product: [Br:9][C:5]1[C:4]([CH3:10])=[N:3][C:2]([F:17])=[CH:7][C:6]=1[CH3:8]. The catalyst class is: 6. (2) Reactant: [CH2:1]([C:3]1[CH:8]=[CH:7][C:6]([CH:9]=[N:10][OH:11])=[CH:5][C:4]=1[N+:12]([O-:14])=[O:13])[CH3:2].ClN1C(=O)CCC1=O.[Cl:23][C:24]1[CH:25]=[C:26]([C:31]([C:33]([F:36])([F:35])[F:34])=[CH2:32])[CH:27]=[C:28]([Cl:30])[CH:29]=1.C(N(CC)CC)C. Product: [Cl:23][C:24]1[CH:25]=[C:26]([C:31]2([C:33]([F:36])([F:34])[F:35])[O:11][N:10]=[C:9]([C:6]3[CH:7]=[CH:8][C:3]([CH2:1][CH3:2])=[C:4]([N+:12]([O-:14])=[O:13])[CH:5]=3)[CH2:32]2)[CH:27]=[C:28]([Cl:30])[CH:29]=1. The catalyst class is: 35. (3) Reactant: [I:1][CH3:2].[F:3][C:4]1[CH:9]=[C:8]([N:10]2[CH:14]=[N:13][C:12]([CH3:15])=[N:11]2)[C:7]([O:16][CH3:17])=[CH:6][C:5]=1[NH:18][C:19]([NH2:21])=[S:20]. Product: [IH:1].[F:3][C:4]1[CH:9]=[C:8]([N:10]2[CH:14]=[N:13][C:12]([CH3:15])=[N:11]2)[C:7]([O:16][CH3:17])=[CH:6][C:5]=1[NH:18][C:19]([S:20][CH3:2])=[NH:21]. The catalyst class is: 8. (4) Reactant: [OH:1][C:2]1[CH:10]=[C:9]([OH:11])[C:8]([N+:12]([O-:14])=[O:13])=[CH:7][C:3]=1[C:4](O)=[O:5].S(Cl)([Cl:17])=O. Product: [OH:1][C:2]1[CH:10]=[C:9]([OH:11])[C:8]([N+:12]([O-:14])=[O:13])=[CH:7][C:3]=1[C:4]([Cl:17])=[O:5]. The catalyst class is: 9. (5) Reactant: [Cl:1][C:2]1[CH:7]=[CH:6][C:5]([C:8]2[C:9]([C:26]3[CH:31]=[CH:30][C:29]([Cl:32])=[CH:28][C:27]=3[Cl:33])=[N:10][C:11]([O:17][C:18]3[CH:23]=[CH:22][C:21]([F:24])=[C:20]([F:25])[CH:19]=3)=[C:12]([CH:16]=2)[C:13](Cl)=[O:14])=[CH:4][CH:3]=1.Cl.[CH2:35]([NH2:37])[CH3:36].C(N(CC)CC)C. Product: [Cl:1][C:2]1[CH:7]=[CH:6][C:5]([C:8]2[C:9]([C:26]3[CH:31]=[CH:30][C:29]([Cl:32])=[CH:28][C:27]=3[Cl:33])=[N:10][C:11]([O:17][C:18]3[CH:23]=[CH:22][C:21]([F:24])=[C:20]([F:25])[CH:19]=3)=[C:12]([CH:16]=2)[C:13]([NH:37][CH2:35][CH3:36])=[O:14])=[CH:4][CH:3]=1. The catalyst class is: 2. (6) Reactant: Cl.[S:2]1[CH:6]=[CH:5][CH:4]=[C:3]1[S:7]([N:10]1[CH2:15][CH2:14][N:13]([C:16]2[CH:21]=[CH:20][C:19]([C:22]([OH:28])([CH3:27])[C:23]([F:26])([F:25])[F:24])=[CH:18][CH:17]=2)[C@@H:12]([CH2:29][C:30]([OH:32])=O)[CH2:11]1)(=[O:9])=[O:8].Cl.[CH3:34][NH:35][O:36][CH3:37].CCN(C(C)C)C(C)C.CN(C(ON1N=NC2C=CC=NC1=2)=[N+](C)C)C.F[P-](F)(F)(F)(F)F. Product: [CH3:37][O:36][N:35]([CH3:34])[C:30](=[O:32])[CH2:29][C@H:12]1[CH2:11][N:10]([S:7]([C:3]2[S:2][CH:6]=[CH:5][CH:4]=2)(=[O:8])=[O:9])[CH2:15][CH2:14][N:13]1[C:16]1[CH:17]=[CH:18][C:19]([C:22]([OH:28])([CH3:27])[C:23]([F:25])([F:26])[F:24])=[CH:20][CH:21]=1. The catalyst class is: 173. (7) Reactant: [F:1][C:2]([F:23])([F:22])[C@@H:3]1[CH2:8][CH2:7][C@H:6]([O:9][C:10]2[CH:19]=[C:18]3[C:13]([CH:14]=[CH:15][C:16]([CH:20]=[O:21])=[CH:17]3)=[CH:12][CH:11]=2)[CH2:5][CH2:4]1.C1C(=O)N([Cl:31])C(=O)C1.C(O)(C(F)(F)F)=O. Product: [Cl:31][C:19]1[C:10]([O:9][C@H:6]2[CH2:7][CH2:8][C@@H:3]([C:2]([F:22])([F:23])[F:1])[CH2:4][CH2:5]2)=[CH:11][CH:12]=[C:13]2[C:18]=1[CH:17]=[C:16]([CH:20]=[O:21])[CH:15]=[CH:14]2. The catalyst class is: 23.